This data is from Reaction yield outcomes from USPTO patents with 853,638 reactions. The task is: Predict the reaction yield, written as a fraction of the theoretical maximum amount of product (1.0 means a 100% yield; for example, 0.34 means a 34% yield). (1) The reactants are Br[C:2]1[CH:3]=[N:4][CH:5]=[CH:6][CH:7]=1.[CH3:8][S:9]([C:12]1[CH:13]=[C:14](B(O)O)[CH:15]=[CH:16][CH:17]=1)(=[O:11])=[O:10].C(=O)([O-])[O-].[Cs+].[Cs+].CN(C=O)C. The catalyst is C1C=CC(P([C]2[CH][CH][CH][CH]2)C2C=CC=CC=2)=CC=1.C1C=CC(P([C]2[CH][CH][CH][CH]2)C2C=CC=CC=2)=CC=1.Cl[Pd]Cl.[Fe].ClCCl.O.C(O)(C)(C)C. The product is [CH3:8][S:9]([C:12]1[CH:17]=[C:16]([C:2]2[CH:3]=[N:4][CH:5]=[CH:6][CH:7]=2)[CH:15]=[CH:14][CH:13]=1)(=[O:11])=[O:10]. The yield is 1.00. (2) The reactants are [C:1]1([C:7]#[C:8][CH3:9])[CH:6]=[CH:5][CH:4]=[CH:3][CH:2]=1.S(=O)(=O)(O)[OH:11]. The catalyst is CO.O. The product is [C:7]([C:1]1[CH:6]=[CH:5][CH:4]=[CH:3][CH:2]=1)(=[O:11])[CH2:8][CH3:9]. The yield is 0.450. (3) The reactants are [Br:1][C:2]1[CH:3]=[C:4](B(O)O)[CH:5]=[CH:6][CH:7]=1.[C:11]([C:13]1[CH:40]=[CH:39][C:16]([CH2:17][N:18]([CH2:31][C:32]2[CH:37]=[CH:36][C:35]([OH:38])=[CH:34][CH:33]=2)[C:19]2[C:20]([CH3:30])=[C:21]([NH:25][S:26]([CH3:29])(=[O:28])=[O:27])[CH:22]=[CH:23][CH:24]=2)=[CH:15][CH:14]=1)#[N:12].N1C=CC=CC=1.O. The catalyst is C(Cl)Cl.C([O-])(=O)C.[Cu+2].C([O-])(=O)C. The product is [Br:1][C:2]1[CH:3]=[C:4]([CH:5]=[CH:6][CH:7]=1)[O:38][C:35]1[CH:36]=[CH:37][C:32]([CH2:31][N:18]([CH2:17][C:16]2[CH:15]=[CH:14][C:13]([C:11]#[N:12])=[CH:40][CH:39]=2)[C:19]2[C:20]([CH3:30])=[C:21]([NH:25][S:26]([CH3:29])(=[O:28])=[O:27])[CH:22]=[CH:23][CH:24]=2)=[CH:33][CH:34]=1. The yield is 0.540. (4) The catalyst is C1COCC1.C1C=CC([P]([Pd]([P](C2C=CC=CC=2)(C2C=CC=CC=2)C2C=CC=CC=2)([P](C2C=CC=CC=2)(C2C=CC=CC=2)C2C=CC=CC=2)[P](C2C=CC=CC=2)(C2C=CC=CC=2)C2C=CC=CC=2)(C2C=CC=CC=2)C2C=CC=CC=2)=CC=1. The product is [C:4]([O:8][C:9]([N:11]1[CH2:16][CH2:15][N:14]([C:17]2[C:18]3[C:25]([CH3:1])=[CH:24][N:23]([S:27]([C:30]4[CH:35]=[CH:34][CH:33]=[CH:32][CH:31]=4)(=[O:29])=[O:28])[C:19]=3[N:20]=[CH:21][N:22]=2)[CH2:13][CH2:12]1)=[O:10])([CH3:7])([CH3:6])[CH3:5]. The yield is 0.940. The reactants are [CH3:1][Zn]Cl.[C:4]([O:8][C:9]([N:11]1[CH2:16][CH2:15][N:14]([C:17]2[C:18]3[C:25](Br)=[CH:24][N:23]([S:27]([C:30]4[CH:35]=[CH:34][CH:33]=[CH:32][CH:31]=4)(=[O:29])=[O:28])[C:19]=3[N:20]=[CH:21][N:22]=2)[CH2:13][CH2:12]1)=[O:10])([CH3:7])([CH3:6])[CH3:5].